Dataset: Reaction yield outcomes from USPTO patents with 853,638 reactions. Task: Predict the reaction yield, written as a fraction of the theoretical maximum amount of product (1.0 means a 100% yield; for example, 0.34 means a 34% yield). (1) No catalyst specified. The yield is 0.870. The reactants are [N+:1]([C:4]1[CH:9]=[CH:8][C:7]([S:10]([NH:13][C:14]2[CH:19]=[CH:18][CH:17]=[CH:16][C:15]=2C)(=[O:12])=[O:11])=[CH:6][CH:5]=1)([O-:3])=[O:2].NC1C=CC=CC=1. The product is [N+:1]([C:4]1[CH:5]=[CH:6][C:7]([S:10]([NH:13][C:14]2[CH:19]=[CH:18][CH:17]=[CH:16][CH:15]=2)(=[O:12])=[O:11])=[CH:8][CH:9]=1)([O-:3])=[O:2]. (2) The reactants are [CH3:1][C:2]1([C:12]2[CH2:17][CH2:16][CH2:15][CH2:14][CH:13]=2)[C:9](=[O:10])[N:8]([CH3:11])[C:6](=[O:7])[NH:5][C:3]1=[O:4].[H-].[Na+].Br[CH2:21][C:22]([C:24]1[CH:29]=[CH:28][CH:27]=[CH:26][CH:25]=1)=[O:23]. The catalyst is CN(C=O)C. The yield is 0.780. The product is [C:12]1([C:2]2([CH3:1])[C:9](=[O:10])[N:8]([CH3:11])[C:6](=[O:7])[N:5]([CH2:21][C:22](=[O:23])[C:24]3[CH:29]=[CH:28][CH:27]=[CH:26][CH:25]=3)[C:3]2=[O:4])[CH2:17][CH2:16][CH2:15][CH2:14][CH:13]=1. (3) The reactants are [CH:1]([NH:3][C@H:4]1[CH2:8][CH2:7][N:6]([C:9]([O:11][C:12]([CH3:15])([CH3:14])[CH3:13])=[O:10])[CH2:5]1)=O.B. The catalyst is O1CCCC1. The product is [CH3:1][NH:3][C@H:4]1[CH2:8][CH2:7][N:6]([C:9]([O:11][C:12]([CH3:15])([CH3:14])[CH3:13])=[O:10])[CH2:5]1. The yield is 1.00. (4) The reactants are [Cl-].O[NH3+:3].[C:4](=[O:7])([O-])[OH:5].[Na+].CS(C)=O.[CH3:13][C:14]1[N:15]([C:39]2[CH:44]=[CH:43][CH:42]=[CH:41][CH:40]=2)[C:16](=[O:38])[C:17]([CH2:23][C:24]2[CH:29]=[CH:28][C:27]([C:30]3[C:31]([C:36]#[N:37])=[CH:32][CH:33]=[CH:34][CH:35]=3)=[CH:26][CH:25]=2)=[C:18]([CH2:20][CH2:21][CH3:22])[N:19]=1. The catalyst is O.C(OCC)(=O)C. The product is [CH3:13][C:14]1[N:15]([C:39]2[CH:40]=[CH:41][CH:42]=[CH:43][CH:44]=2)[C:16](=[O:38])[C:17]([CH2:23][C:24]2[CH:29]=[CH:28][C:27]([C:30]3[CH:35]=[CH:34][CH:33]=[CH:32][C:31]=3[C:36]3[NH:3][C:4](=[O:7])[O:5][N:37]=3)=[CH:26][CH:25]=2)=[C:18]([CH2:20][CH2:21][CH3:22])[N:19]=1. The yield is 0.410. (5) The reactants are [Cl:1][C:2]1[C:7]([CH2:8][CH3:9])=[C:6](Cl)[N:5]=[CH:4][N:3]=1.[NH3:11]. The catalyst is C(O)CCC. The product is [Cl:1][C:2]1[N:3]=[CH:4][N:5]=[C:6]([NH2:11])[C:7]=1[CH2:8][CH3:9]. The yield is 0.550. (6) The reactants are [Cl-].O[NH3+:3].[C:4](=[O:7])([O-])[OH:5].[Na+].CS(C)=O.[CH2:13]([C:17]1[N:18]=[C:19]([CH3:50])[N:20]([CH2:39][C:40]2[N:44]=[C:43]([C:45]3[CH:49]=[CH:48][S:47][CH:46]=3)[O:42][N:41]=2)[C:21](=[O:38])[C:22]=1[CH2:23][C:24]1[CH:29]=[CH:28][C:27]([C:30]2[C:31]([C:36]#[N:37])=[CH:32][CH:33]=[CH:34][CH:35]=2)=[CH:26][CH:25]=1)[CH2:14][CH2:15][CH3:16]. The catalyst is C(OCC)(=O)C. The product is [CH2:13]([C:17]1[N:18]=[C:19]([CH3:50])[N:20]([CH2:39][C:40]2[N:44]=[C:43]([C:45]3[CH:49]=[CH:48][S:47][CH:46]=3)[O:42][N:41]=2)[C:21](=[O:38])[C:22]=1[CH2:23][C:24]1[CH:29]=[CH:28][C:27]([C:30]2[CH:35]=[CH:34][CH:33]=[CH:32][C:31]=2[C:36]2[NH:3][C:4](=[O:7])[O:5][N:37]=2)=[CH:26][CH:25]=1)[CH2:14][CH2:15][CH3:16]. The yield is 0.250. (7) The reactants are B1(C)OC(C2C=CC=CC=2)(C2C=CC=CC=2)[C@@H]2N1CCC2.[O:22]=[C:23]1[C:31]2[CH:30]=[CH:29][CH:28]=[C:27]([C:32]#[N:33])[C:26]=2[CH2:25][CH2:24]1. The catalyst is C1(C)C=CC=CC=1.B.CSC.C(Cl)Cl. The product is [OH:22][C@@H:23]1[C:31]2[CH:30]=[CH:29][CH:28]=[C:27]([C:32]#[N:33])[C:26]=2[CH2:25][CH2:24]1. The yield is 0.780. (8) The reactants are [F:1][C:2]1[CH:7]=[CH:6][C:5]([C:8]2[C:9]3[CH:21]=[CH:20][C:19](=[O:22])[N:18]([C:23]4[CH:28]=[CH:27][CH:26]=[CH:25][C:24]=4[CH3:29])[C:10]=3[N:11]=[C:12](S(C)(=O)=O)[N:13]=2)=[C:4]([CH3:30])[CH:3]=1.[NH2:31][C:32]([CH3:37])([CH2:35][OH:36])[CH2:33][OH:34]. No catalyst specified. The product is [F:1][C:2]1[CH:7]=[CH:6][C:5]([C:8]2[C:9]3[CH:21]=[CH:20][C:19](=[O:22])[N:18]([C:23]4[CH:28]=[CH:27][CH:26]=[CH:25][C:24]=4[CH3:29])[C:10]=3[N:11]=[C:12]([NH:31][C:32]([CH2:35][OH:36])([CH3:37])[CH2:33][OH:34])[N:13]=2)=[C:4]([CH3:30])[CH:3]=1. The yield is 0.620. (9) The reactants are [SH:1][CH:2]([CH2:6][C:7]([OH:9])=[O:8])[C:3]([OH:5])=[O:4].C(OC([NH:17][C:18](=[NH:48])[C:19]1[S:23][C:22]([S:24][CH3:25])=[C:21]([S:26]([C:29]2[CH:30]=[C:31]([C:35]3[C:40]([CH3:41])=[CH:39][CH:38]=[CH:37][C:36]=3[CH2:42]OS(C)(=O)=O)[CH:32]=[CH:33][CH:34]=2)(=[O:28])=[O:27])[CH:20]=1)=O)(C)(C)C.C(N(CC)CC)C.C(Cl)(Cl)Cl.[F:60][C:61]([F:66])([F:65])[C:62]([OH:64])=[O:63]. The catalyst is ClCCl. The product is [F:60][C:61]([F:66])([F:65])[C:62]([OH:64])=[O:63].[C:18]([C:19]1[S:23][C:22]([S:24][CH3:25])=[C:21]([S:26]([C:29]2[CH:30]=[C:31]([C:35]3[C:40]([CH3:41])=[CH:39][CH:38]=[CH:37][C:36]=3[CH2:42][S:1][CH:2]([CH2:6][C:7]([OH:9])=[O:8])[C:3]([OH:5])=[O:4])[CH:32]=[CH:33][CH:34]=2)(=[O:27])=[O:28])[CH:20]=1)(=[NH:17])[NH2:48]. The yield is 0.420. (10) The reactants are [C:1]([C:5]1[NH:6][C:7]2[C:12]([CH:13]=1)=[CH:11][C:10]([N+:14]([O-])=O)=[CH:9][C:8]=2[C:17]([O-:19])=[O:18])([CH3:4])([CH3:3])[CH3:2].[CH3:20]O. The catalyst is [Ni]. The product is [NH2:14][C:10]1[CH:11]=[C:12]2[C:7](=[C:8]([C:17]([O:19][CH3:20])=[O:18])[CH:9]=1)[NH:6][C:5]([C:1]([CH3:4])([CH3:3])[CH3:2])=[CH:13]2. The yield is 0.680.